From a dataset of Reaction yield outcomes from USPTO patents with 853,638 reactions. Predict the reaction yield, written as a fraction of the theoretical maximum amount of product (1.0 means a 100% yield; for example, 0.34 means a 34% yield). (1) The reactants are CS(O[CH2:6][C@@H:7]1[CH2:11][C:10]([F:13])([F:12])[CH2:9][N:8]1[C:14]([O:16][C:17]([CH3:20])([CH3:19])[CH3:18])=[O:15])(=O)=O.[C-:21]#[N:22].[Na+]. The catalyst is CS(C)=O. The product is [C:21]([CH2:6][C@@H:7]1[CH2:11][C:10]([F:13])([F:12])[CH2:9][N:8]1[C:14]([O:16][C:17]([CH3:20])([CH3:19])[CH3:18])=[O:15])#[N:22]. The yield is 0.760. (2) The reactants are Cl[C:2]1[N:11]=[CH:10][C:9]2[C:4](=[CH:5][CH:6]=[CH:7][CH:8]=2)[N:3]=1.[NH2:12][C:13]1[CH:14]=[C:15]2[C:19](=[CH:20][CH:21]=1)[C:18](=[O:22])[N:17]([C:23]1[C:28]([CH3:29])=[CH:27][CH:26]=[CH:25][C:24]=1[CH3:30])[C:16]2=[O:31]. The catalyst is C(O)CCC. The product is [CH3:29][C:28]1[CH:27]=[CH:26][CH:25]=[C:24]([CH3:30])[C:23]=1[N:17]1[C:16](=[O:31])[C:15]2[C:19](=[CH:20][CH:21]=[C:13]([NH:12][C:2]3[N:11]=[C:10]([C:4]4[CH:9]=[CH:8][CH:7]=[CH:6][CH:5]=4)[C:9]4[C:4](=[CH:5][CH:6]=[CH:7][CH:8]=4)[N:3]=3)[CH:14]=2)[C:18]1=[O:22]. The yield is 0.210.